This data is from Retrosynthesis with 50K atom-mapped reactions and 10 reaction types from USPTO. The task is: Predict the reactants needed to synthesize the given product. (1) Given the product CC1CCCC(C)N1NC(C#N)COCc1ccccc1, predict the reactants needed to synthesize it. The reactants are: CC1CCCC(C)N1N.O=CCOCc1ccccc1.[C-]#N. (2) Given the product Cc1c(Br)cnc2cn(CC(C)(C#N)NC(=S)c3ccc(C(F)(F)F)cc3)nc12, predict the reactants needed to synthesize it. The reactants are: Cc1c(Br)cnc2cn(CC(C)(N)C#N)nc12.FC(F)(F)c1ccc(C(=S)Cl)cc1. (3) Given the product C=C(OCC)c1cccc2c1CCN1C(=O)CNC(=O)C=C21, predict the reactants needed to synthesize it. The reactants are: C=C(OCC)[Sn](CCCC)(CCCC)CCCC.O=C1C=C2c3cccc(I)c3CCN2C(=O)CN1. (4) Given the product CC(C)N(C(=O)CN1C(=O)C(NC(=O)Nc2ccccc2)n2cnnc2-c2ccccc21)c1ccccc1, predict the reactants needed to synthesize it. The reactants are: CC(C)N(C(=O)CN1C(=O)C(N)n2cnnc2-c2ccccc21)c1ccccc1.O=C=Nc1ccccc1. (5) The reactants are: CC(C)(C)C(=O)CBr.N#CC1CCN(C(=O)N2CC(C(N)=S)CC(c3ccc(OC(F)(F)F)cc3)C2)CC1. Given the product CC(C)(C)c1csc(C2CC(c3ccc(OC(F)(F)F)cc3)CN(C(=O)N3CCC(C#N)CC3)C2)n1, predict the reactants needed to synthesize it. (6) Given the product COC(=O)CCCCc1cc2c(o1)C[C@@H](OC1CCCCO1)[C@@H]2C=O, predict the reactants needed to synthesize it. The reactants are: COC(=O)CCCCc1cc2c(o1)C[C@@H](OC1CCCCO1)[C@@H]2CO.